Dataset: Forward reaction prediction with 1.9M reactions from USPTO patents (1976-2016). Task: Predict the product of the given reaction. (1) Given the reactants [CH3:1][O:2][C:3]1[C:8]([O:9][CH3:10])=[CH:7][N:6]=[C:5]([N:11]2[C:20](=[O:21])[C:19]3[C:14](=[CH:15][C:16]([C:24](O)=[O:25])=[C:17]([O:22][CH3:23])[CH:18]=3)[NH:13][C:12]2=[S:27])[N:4]=1.CCN(C(C)C)C(C)C.CN(C(ON1N=NC2C=CC=NC1=2)=[N+](C)C)C.F[P-](F)(F)(F)(F)F.[Cl:61][C:62]1[CH:69]=[CH:68][C:65]([CH2:66][NH2:67])=[CH:64][CH:63]=1, predict the reaction product. The product is: [Cl:61][C:62]1[CH:69]=[CH:68][C:65]([CH2:66][NH:67][C:24]([C:16]2[CH:15]=[C:14]3[C:19]([C:20](=[O:21])[N:11]([C:5]4[N:4]=[C:3]([O:2][CH3:1])[C:8]([O:9][CH3:10])=[CH:7][N:6]=4)[C:12](=[S:27])[NH:13]3)=[CH:18][C:17]=2[O:22][CH3:23])=[O:25])=[CH:64][CH:63]=1. (2) Given the reactants [O:1]1[C:5]2[CH:6]=[CH:7][CH:8]=[CH:9][C:4]=2[N:3]=[C:2]1[C:10]1([C:13]([O:15]C)=[O:14])[CH2:12][CH2:11]1.C1COCC1.O.[Li+].[OH-], predict the reaction product. The product is: [O:1]1[C:5]2[CH:6]=[CH:7][CH:8]=[CH:9][C:4]=2[N:3]=[C:2]1[C:10]1([C:13]([OH:15])=[O:14])[CH2:12][CH2:11]1.